Dataset: Catalyst prediction with 721,799 reactions and 888 catalyst types from USPTO. Task: Predict which catalyst facilitates the given reaction. (1) Reactant: [Cl:1][C:2]1[CH:3]=[CH:4][C:5]([O:11][CH3:12])=[C:6]([CH:10]=1)[C:7]([OH:9])=[O:8].CN(CCN(C)C)C.C([Li])(CC)C.[C:26](=[O:28])=[O:27]. Product: [Cl:1][C:2]1[CH:3]=[CH:4][C:5]([O:11][CH3:12])=[C:6]([C:7]([OH:9])=[O:8])[C:10]=1[C:26]([OH:28])=[O:27]. The catalyst class is: 116. (2) Reactant: [S:1]1[CH:5]=[CH:4][CH:3]=[C:2]1[C:6](Cl)=[O:7].[NH2:9][C:10]1[CH:11]=[C:12]([NH:17][C:18](=[O:31])[C:19]2[CH:24]=[CH:23][CH:22]=[C:21]([N:25]3[CH2:30][CH2:29][O:28][CH2:27][CH2:26]3)[CH:20]=2)[CH:13]=[CH:14][C:15]=1[CH3:16].C(N(CC)CC)C. Product: [CH3:16][C:15]1[CH:14]=[CH:13][C:12]([NH:17][C:18](=[O:31])[C:19]2[CH:24]=[CH:23][CH:22]=[C:21]([N:25]3[CH2:26][CH2:27][O:28][CH2:29][CH2:30]3)[CH:20]=2)=[CH:11][C:10]=1[NH:9][C:6]([C:2]1[S:1][CH:5]=[CH:4][CH:3]=1)=[O:7]. The catalyst class is: 2. (3) Reactant: [Cl:1][C:2]1[CH:3]=[C:4]([O:10][C:11]2[CH:20]=[C:19](F)[CH:18]=[CH:17][C:12]=2[C:13]([O:15][CH3:16])=[O:14])[CH:5]=[N:6][C:7]=1[NH:8][CH3:9].[NH:22]1[CH2:27][CH2:26][NH:25][CH2:24][CH2:23]1. Product: [Cl:1][C:2]1[CH:3]=[C:4]([O:10][C:11]2[CH:20]=[C:19]([N:22]3[CH2:27][CH2:26][NH:25][CH2:24][CH2:23]3)[CH:18]=[CH:17][C:12]=2[C:13]([O:15][CH3:16])=[O:14])[CH:5]=[N:6][C:7]=1[NH:8][CH3:9]. The catalyst class is: 148. (4) Reactant: C[C@@:2]1([O:10][CH2:9][C@H:8]([N:11]([CH2:19][C:20]2[CH:25]=[CH:24][CH:23]=[CH:22][CH:21]=2)[CH2:12][C:13]2[CH:18]=[CH:17][CH:16]=[CH:15][CH:14]=2)[CH2:7][CH2:6]1)[C:3]([OH:5])=[O:4].[CH2:12]([N:11]([CH2:19][C:20]1[CH:21]=[CH:22][CH:23]=[CH:24][CH:25]=1)[C@H:8]1[CH2:9][O:10][C@H:2]([C:3]([O:5]C)=[O:4])[CH2:6][CH2:7]1)[C:13]1[CH:14]=[CH:15][CH:16]=[CH:17][CH:18]=1.[OH-].[Na+]. Product: [CH2:19]([N:11]([CH2:12][C:13]1[CH:14]=[CH:15][CH:16]=[CH:17][CH:18]=1)[C@H:8]1[CH2:9][O:10][C@H:2]([C:3]([OH:5])=[O:4])[CH2:6][CH2:7]1)[C:20]1[CH:25]=[CH:24][CH:23]=[CH:22][CH:21]=1. The catalyst class is: 5. (5) Reactant: [CH2:1]([N:3]1[C:7]2=[N:8][C:9]([CH2:48][CH3:49])=[C:10]([CH2:19][NH:20][C:21]([C:23]3[CH:28]=[CH:27][CH:26]=[C:25]([C:29]([NH:31][CH2:32][C:33]4[CH:34]=[C:35]([C:40]5[CH:45]=[CH:44][CH:43]=[C:42]([CH:46]=O)[CH:41]=5)[C:36]([F:39])=[CH:37][CH:38]=4)=[O:30])[CH:24]=3)=[O:22])[C:11]([NH:12][CH:13]3[CH2:18][CH2:17][O:16][CH2:15][CH2:14]3)=[C:6]2[CH:5]=[N:4]1)[CH3:2].[NH:50]1[CH2:55][CH2:54][CH:53]([OH:56])[CH2:52][CH2:51]1.[BH-](OC(C)=O)(OC(C)=O)OC(C)=O.[Na+]. Product: [CH2:1]([N:3]1[C:7]2=[N:8][C:9]([CH2:48][CH3:49])=[C:10]([CH2:19][NH:20][C:21]([C:23]3[CH:28]=[CH:27][CH:26]=[C:25]([C:29]([NH:31][CH2:32][C:33]4[CH:34]=[C:35]([C:40]5[CH:45]=[CH:44][CH:43]=[C:42]([CH2:46][N:50]6[CH2:55][CH2:54][CH:53]([OH:56])[CH2:52][CH2:51]6)[CH:41]=5)[C:36]([F:39])=[CH:37][CH:38]=4)=[O:30])[CH:24]=3)=[O:22])[C:11]([NH:12][CH:13]3[CH2:18][CH2:17][O:16][CH2:15][CH2:14]3)=[C:6]2[CH:5]=[N:4]1)[CH3:2]. The catalyst class is: 2. (6) Reactant: [CH:1]([N:14]1[CH2:17][C:16](Cl)([C:18]2[CH:23]=[CH:22][CH:21]=[C:20]([CH:24]([CH3:26])[CH3:25])[CH:19]=2)[CH2:15]1)([C:8]1[CH:13]=[CH:12][CH:11]=[CH:10][CH:9]=1)[C:2]1[CH:7]=[CH:6][CH:5]=[CH:4][CH:3]=1.[N-:28]=[N+:29]=[N-:30].[Na+]. Product: [N:28]([C:16]1([C:18]2[CH:23]=[CH:22][CH:21]=[C:20]([CH:24]([CH3:26])[CH3:25])[CH:19]=2)[CH2:17][N:14]([CH:1]([C:8]2[CH:13]=[CH:12][CH:11]=[CH:10][CH:9]=2)[C:2]2[CH:7]=[CH:6][CH:5]=[CH:4][CH:3]=2)[CH2:15]1)=[N+:29]=[N-:30]. The catalyst class is: 3. (7) Reactant: [CH2:1](Br)[CH3:2].[Mg].[F:5][C:6]1[CH:7]=[C:8]([CH:11]=[CH:12][CH:13]=1)[CH:9]=[O:10]. Product: [F:5][C:6]1[CH:7]=[C:8]([CH:9]([OH:10])[CH2:1][CH3:2])[CH:11]=[CH:12][CH:13]=1. The catalyst class is: 1. (8) Reactant: [CH3:1][O:2][C:3]([C:5]1[CH:6]=[C:7]([CH2:11][N:12]2[CH2:17][CH2:16][N:15](C(OC(C)(C)C)=O)[CH2:14][CH2:13]2)[CH:8]=[N:9][CH:10]=1)=[O:4].FC(F)(F)C(O)=O. Product: [N:12]1([CH2:11][C:7]2[CH:8]=[N:9][CH:10]=[C:5]([CH:6]=2)[C:3]([O:2][CH3:1])=[O:4])[CH2:17][CH2:16][NH:15][CH2:14][CH2:13]1. The catalyst class is: 390.